Dataset: Reaction yield outcomes from USPTO patents with 853,638 reactions. Task: Predict the reaction yield, written as a fraction of the theoretical maximum amount of product (1.0 means a 100% yield; for example, 0.34 means a 34% yield). (1) The reactants are C([N:4]1[C:8]2[CH:9]=[CH:10][CH:11]=[CH:12][C:7]=2[N:6]([CH2:13][C:14]2[C:23]3[C:18](=[CH:19][CH:20]=[CH:21][CH:22]=3)[CH:17]=[CH:16][CH:15]=2)[C:5]1=[O:24])(C)=C.O.Cl.C(Cl)Cl. The catalyst is CO. The product is [C:14]1([CH2:13][N:6]2[C:7]3[CH:12]=[CH:11][CH:10]=[CH:9][C:8]=3[NH:4][C:5]2=[O:24])[C:23]2[C:18](=[CH:19][CH:20]=[CH:21][CH:22]=2)[CH:17]=[CH:16][CH:15]=1. The yield is 0.930. (2) The reactants are [Cl:1][C:2]1[CH:3]=[C:4]([CH:19]=[CH:20][C:21]=1[O:22][CH:23]([CH3:25])[CH3:24])[C:5](OC1C(F)=C(F)C(F)=C(F)C=1F)=[O:6].[NH:26]([CH2:28][CH2:29][C:30]#[N:31])[NH2:27].[CH2:32]([O:39][C:40]1[CH:47]=[CH:46][C:43]([CH:44]=O)=[CH:42][CH:41]=1)[C:33]1[CH:38]=[CH:37][CH:36]=[CH:35][CH:34]=1.C([BH3-])#N.[Na+].O.C1(C)C=CC(S(O)(=O)=O)=CC=1. The catalyst is CO. The product is [Cl:1][C:2]1[CH:3]=[C:4]([CH:19]=[CH:20][C:21]=1[O:22][CH:23]([CH3:25])[CH3:24])[C:5]([NH:27][N:26]([CH2:28][CH2:29][C:30]#[N:31])[CH2:44][C:43]1[CH:46]=[CH:47][C:40]([O:39][CH2:32][C:33]2[CH:38]=[CH:37][CH:36]=[CH:35][CH:34]=2)=[CH:41][CH:42]=1)=[O:6]. The yield is 0.610. (3) The reactants are C(=O)([O-])[O-].[K+].[K+].[I-].[K+].[C:9]([O:13][C:14](=[O:17])[CH2:15]Br)([CH3:12])([CH3:11])[CH3:10].[CH3:18][O:19][C:20](=[O:29])[C:21]1[CH:26]=[CH:25][C:24]([OH:27])=[C:23]([CH3:28])[CH:22]=1. The catalyst is CC(C)=O. The product is [CH3:18][O:19][C:20](=[O:29])[C:21]1[CH:26]=[CH:25][C:24]([O:27][CH2:15][C:14]([O:13][C:9]([CH3:12])([CH3:11])[CH3:10])=[O:17])=[C:23]([CH3:28])[CH:22]=1. The yield is 0.900. (4) The reactants are C([C:4]1[C:12]2[C:7](=[CH:8][C:9]([CH2:13][N:14]3[CH2:19][CH2:18][N:17]([CH3:20])[CH2:16][CH2:15]3)=[CH:10][CH:11]=2)[NH:6][C:5]=1[C:21]1[CH:26]=[C:25]([C:27]2[CH:32]=[CH:31][N:30]=[CH:29][CH:28]=2)[N:24]=[N:23][C:22]=1OC)(C)C.[OH-:35].[Na+]. The yield is 0.410. The product is [CH2:8]([C:4]1[C:12]2[C:7](=[CH:8][C:9]([CH2:13][N:14]3[CH2:15][CH2:16][N:17]([CH3:20])[CH2:18][CH2:19]3)=[CH:10][CH:11]=2)[NH:6][C:5]=1[C:21]1[C:22](=[O:35])[NH:23][N:24]=[C:25]([C:27]2[CH:32]=[CH:31][N:30]=[CH:29][CH:28]=2)[CH:26]=1)[CH:9]([CH3:13])[CH3:10]. The catalyst is C(O)C. (5) The reactants are [C:1]([C:4]1[CH:9]=[CH:8][C:7]([S:10](Cl)(=[O:12])=[O:11])=[CH:6][CH:5]=1)(=[O:3])[CH3:2].[NH3:14]. The catalyst is CC(C)=O. The product is [C:1]([C:4]1[CH:9]=[CH:8][C:7]([S:10]([NH2:14])(=[O:12])=[O:11])=[CH:6][CH:5]=1)(=[O:3])[CH3:2]. The yield is 0.930. (6) The reactants are C(N(CC)CC)C.[C:8]1([C@@H:14]2[CH2:16][C@H:15]2[C:17]([OH:19])=O)[CH:13]=[CH:12][CH:11]=[CH:10][CH:9]=1.F[P-](F)(F)(F)(F)F.N1(OC(N(C)C)=[N+](C)C)C2C=CC=CC=2N=N1.[NH2:44][C@H:45]([C:48]1[CH:49]=[N:50][C:51]([O:54][CH2:55][CH2:56][CH3:57])=[CH:52][CH:53]=1)[CH2:46][OH:47]. The catalyst is CN(C=O)C.[Cl-].[Na+].O.CCOC(C)=O. The product is [OH:47][CH2:46][C@H:45]([NH:44][C:17]([C@H:15]1[CH2:16][C@@H:14]1[C:8]1[CH:9]=[CH:10][CH:11]=[CH:12][CH:13]=1)=[O:19])[C:48]1[CH:49]=[N:50][C:51]([O:54][CH2:55][CH2:56][CH3:57])=[CH:52][CH:53]=1. The yield is 0.290. (7) The yield is 1.00. The catalyst is CO. The reactants are [Br:1][C:2]1[CH:3]=[C:4]([C:8]([C:13]([O:15][C:16]([CH3:19])([CH3:18])[CH3:17])=[O:14])([CH3:12])[C:9]([OH:11])=[O:10])[CH:5]=[CH:6][CH:7]=1.[C:20]1(C)C=CC=CC=1.[Si](C=[N+]=[N-])(C)(C)C. The product is [Br:1][C:2]1[CH:3]=[C:4]([C:8]([C:13]([O:15][C:16]([CH3:19])([CH3:18])[CH3:17])=[O:14])([CH3:12])[C:9]([O:11][CH3:20])=[O:10])[CH:5]=[CH:6][CH:7]=1.